The task is: Regression/Classification. Given a drug SMILES string, predict its absorption, distribution, metabolism, or excretion properties. Task type varies by dataset: regression for continuous measurements (e.g., permeability, clearance, half-life) or binary classification for categorical outcomes (e.g., BBB penetration, CYP inhibition). Dataset: cyp2d6_veith.. This data is from CYP2D6 inhibition data for predicting drug metabolism from PubChem BioAssay. (1) The compound is Clc1ccccc1-c1ccc2ncnc(NCc3cccnc3)c2c1. The result is 1 (inhibitor). (2) The molecule is COc1ccc2[nH]c3cc4c(=O)c5cc(OC)ccc5[nH]c4cc3c(=O)c2c1. The result is 0 (non-inhibitor). (3) The compound is Oc1ccc(-c2[nH]ncc2-c2ccc(Cl)cc2)c(O)c1. The result is 1 (inhibitor). (4) The molecule is O=C(Oc1ccccc1N1C(=O)C2CCCCC2C1=O)c1ccccc1. The result is 0 (non-inhibitor). (5) The drug is Cc1ccc(S(=O)(=O)N[C@H](C(=O)O)C(C)C)cc1. The result is 0 (non-inhibitor). (6) The result is 0 (non-inhibitor). The molecule is CC1=NN(c2ccc(C)cc2C)C(=O)C1C(c1ccccc1)C1C(=O)N(c2ccc(C)cc2C)N=C1C.